Dataset: Full USPTO retrosynthesis dataset with 1.9M reactions from patents (1976-2016). Task: Predict the reactants needed to synthesize the given product. (1) Given the product [F:26][C:20]1[CH:21]=[C:22]([F:25])[CH:23]=[CH:24][C:19]=1[CH2:18][CH2:17][N:14]1[CH2:15][CH2:16][C:11]([S:8]([C:5]2[CH:6]=[CH:7][C:2]([C:28]#[N:29])=[CH:3][CH:4]=2)(=[O:10])=[O:9])([F:27])[CH2:12][CH2:13]1, predict the reactants needed to synthesize it. The reactants are: Br[C:2]1[CH:7]=[CH:6][C:5]([S:8]([C:11]2([F:27])[CH2:16][CH2:15][N:14]([CH2:17][CH2:18][C:19]3[CH:24]=[CH:23][C:22]([F:25])=[CH:21][C:20]=3[F:26])[CH2:13][CH2:12]2)(=[O:10])=[O:9])=[CH:4][CH:3]=1.[CH3:28][N:29](C=O)C. (2) Given the product [CH3:35][O:36][C:37]1[CH:45]=[CH:44][CH:43]=[CH:42][C:38]=1[C:39]1[O:41][N:71]=[C:57]([CH2:58][S:59][C:60]2[N:64]([CH3:65])[C:63]([C:66]3[S:67][CH:68]=[CH:69][CH:70]=3)=[N:62][N:61]=2)[N:56]=1, predict the reactants needed to synthesize it. The reactants are: CN(C(ON1N=NC2C=CC=CC1=2)=[N+](C)C)C.F[P-](F)(F)(F)(F)F.C1C=CC2N(O)N=NC=2C=1.[CH3:35][O:36][C:37]1[CH:45]=[CH:44][CH:43]=[CH:42][C:38]=1[C:39]([OH:41])=O.CCN(C(C)C)C(C)C.O[NH:56][C:57](=[NH:71])[CH2:58][S:59][C:60]1[N:64]([CH3:65])[C:63]([C:66]2[S:67][CH:68]=[CH:69][CH:70]=2)=[N:62][N:61]=1. (3) Given the product [OH:3][CH:4]([C:17]1[C:26]2[C:21](=[CH:22][CH:23]=[C:24]([O:27][CH3:28])[CH:25]=2)[N:20]=[CH:19][C:18]=1[F:29])[CH2:5][CH2:6][CH:7]1[CH2:12][CH2:11][N:10]([CH2:31][CH2:32][S:33][C:34]2[S:35][CH:36]=[CH:37][CH:38]=2)[CH2:9][CH:8]1[C:13]([O:15][CH3:16])=[O:14], predict the reactants needed to synthesize it. The reactants are: Cl.Cl.[OH:3][CH:4]([C:17]1[C:26]2[C:21](=[CH:22][CH:23]=[C:24]([O:27][CH3:28])[CH:25]=2)[N:20]=[CH:19][C:18]=1[F:29])[CH2:5][CH2:6][CH:7]1[CH2:12][CH2:11][NH:10][CH2:9][CH:8]1[C:13]([O:15][CH3:16])=[O:14].Br[CH2:31][CH2:32][S:33][C:34]1[S:35][CH:36]=[CH:37][CH:38]=1.C(=O)([O-])[O-].[K+].[K+].[I-].[K+]. (4) Given the product [CH3:26][N:25]([CH3:27])[S:22]([C:19]1[CH:18]=[CH:17][C:16]([N:12]2[CH2:13][CH2:14][C@H:10]([NH:9][C:7](=[O:8])[O:6][C:2]([CH3:5])([CH3:3])[CH3:4])[CH2:11]2)=[CH:21][CH:20]=1)(=[O:23])=[O:24], predict the reactants needed to synthesize it. The reactants are: [Ca].[C:2]([O:6][C:7]([NH:9][C@H:10]1[CH2:14][CH2:13][NH:12][CH2:11]1)=[O:8])([CH3:5])([CH3:4])[CH3:3].F[C:16]1[CH:21]=[CH:20][C:19]([S:22]([N:25]([CH3:27])[CH3:26])(=[O:24])=[O:23])=[CH:18][CH:17]=1.C(=O)([O-])[O-].[K+].[K+]. (5) The reactants are: [CH3:1][O:2][C:3]1[CH:4]=[C:5]([NH:11][C:12]([NH:14][C:15]2[CH:16]=[CH:17][C:18]([O:24][CH:25]([C:36]3[CH:41]=[CH:40][CH:39]=[CH:38][CH:37]=3)[C:26]3[CH:31]=[CH:30][C:29]([C:32]([F:35])([F:34])[F:33])=[CH:28][CH:27]=3)=[C:19]([CH:23]=2)[C:20](O)=[O:21])=[O:13])[CH:6]=[CH:7][C:8]=1[O:9][CH3:10].ON1C2C=CC=CC=2N=N1.[CH3:52][C:53]1([CH3:60])[CH2:58][CH:57]([NH2:59])[CH2:56][CH2:55][O:54]1.Cl.CN(C)CCCN=C=NCC. Given the product [CH3:1][O:2][C:3]1[CH:4]=[C:5]([NH:11][C:12]([NH:14][C:15]2[CH:16]=[CH:17][C:18]([O:24][CH:25]([C:36]3[CH:41]=[CH:40][CH:39]=[CH:38][CH:37]=3)[C:26]3[CH:31]=[CH:30][C:29]([C:32]([F:35])([F:34])[F:33])=[CH:28][CH:27]=3)=[C:19]([CH:23]=2)[C:20]([NH:59][CH:57]2[CH2:56][CH2:55][O:54][C:53]([CH3:60])([CH3:52])[CH2:58]2)=[O:21])=[O:13])[CH:6]=[CH:7][C:8]=1[O:9][CH3:10], predict the reactants needed to synthesize it.